This data is from Reaction yield outcomes from USPTO patents with 853,638 reactions. The task is: Predict the reaction yield, written as a fraction of the theoretical maximum amount of product (1.0 means a 100% yield; for example, 0.34 means a 34% yield). (1) The reactants are [N:1]([C:4]1[CH:9]=[CH:8][N:7]=[CH:6][C:5]=1/[CH:10]=[N:11]/[C:12]1[C:19]([Cl:20])=[CH:18][C:15]([C:16]#[N:17])=[CH:14][C:13]=1[Cl:21])=[N+]=[N-]. The catalyst is C1(C)C=CC=CC=1. The product is [Cl:21][C:13]1[CH:14]=[C:15]([CH:18]=[C:19]([Cl:20])[C:12]=1[N:11]1[CH:10]=[C:5]2[CH:6]=[N:7][CH:8]=[CH:9][C:4]2=[N:1]1)[C:16]#[N:17]. The yield is 0.660. (2) The reactants are [CH3:1][CH:2]([CH3:14])[CH2:3][C:4]#[C:5][C:6]1[CH:11]=[CH:10][N:9]=[C:8]([S:12][CH3:13])[N:7]=1.N12CCCN=C1CCCCC2.[I-].[NH2:27][N+:28]1[CH:33]=[CH:32][CH:31]=[CH:30][CH:29]=1.O. The catalyst is C(#N)C. The product is [CH2:3]([C:4]1[C:5]([C:6]2[CH:11]=[CH:10][N:9]=[C:8]([S:12][CH3:13])[N:7]=2)=[C:29]2[CH:30]=[CH:31][CH:32]=[CH:33][N:28]2[N:27]=1)[CH:2]([CH3:14])[CH3:1]. The yield is 0.560. (3) The reactants are [CH:1]1([NH2:7])[CH2:6][CH2:5][CH2:4][CH2:3][CH2:2]1.C([O:10][C:11]([C:13]1[C:14](=[O:32])[N:15]([CH2:25][C:26]2[CH:31]=[CH:30][CH:29]=[CH:28][CH:27]=2)[C:16]2[C:21]([C:22]=1[OH:23])=[CH:20][C:19]([CH3:24])=[CH:18][CH:17]=2)=O)C. The catalyst is C1(C)C=CC=CC=1.O. The product is [CH:1]1([NH:7][C:11]([C:13]2[C:14](=[O:32])[N:15]([CH2:25][C:26]3[CH:27]=[CH:28][CH:29]=[CH:30][CH:31]=3)[C:16]3[C:21]([C:22]=2[OH:23])=[CH:20][C:19]([CH3:24])=[CH:18][CH:17]=3)=[O:10])[CH2:6][CH2:5][CH2:4][CH2:3][CH2:2]1. The yield is 0.950. (4) The reactants are NS(N)(=O)=O.Cl[CH2:7][CH2:8][CH2:9][S:10]([N:13]1[CH2:18][CH2:17][CH:16]([C:19]2[C:27]3[C:22](=[C:23]([C:33]([NH2:35])=[O:34])[CH:24]=[C:25]([C:28]4[S:29][CH:30]=[CH:31][CH:32]=4)[CH:26]=3)[NH:21][CH:20]=2)[CH2:15][CH2:14]1)(=[O:12])=[O:11].[NH:36]1[CH2:41][CH2:40][O:39][CH2:38][CH2:37]1.C([O-])([O-])=O.[K+].[K+]. No catalyst specified. The product is [N:36]1([CH2:7][CH2:8][CH2:9][S:10]([N:13]2[CH2:18][CH2:17][CH:16]([C:19]3[C:27]4[C:22](=[C:23]([C:33]([NH2:35])=[O:34])[CH:24]=[C:25]([C:28]5[S:29][CH:30]=[CH:31][CH:32]=5)[CH:26]=4)[NH:21][CH:20]=3)[CH2:15][CH2:14]2)(=[O:12])=[O:11])[CH2:41][CH2:40][O:39][CH2:38][CH2:37]1. The yield is 0.570. (5) The reactants are FC1C=CC(C2C=NC(N3CCN(S(C[C@H](C(C)C)C(O)=O)(=O)=[O:21])CC3)=NC=2)=CC=1.C([C@@H]1COC(=O)N1[C:44](=[O:73])[C@H:45]([CH2:49][S:50]([N:53]1[CH2:58][CH2:57][N:56]([C:59]2[N:64]=[CH:63][C:62]([C:65]3[CH:70]=[CH:69][C:68]([Cl:71])=[C:67]([Cl:72])[CH:66]=3)=[CH:61][N:60]=2)[CH2:55][CH2:54]1)(=[O:52])=[O:51])[CH:46]([CH3:48])[CH3:47])C1C=CC=CC=1. No catalyst specified. The product is [Cl:72][C:67]1[CH:66]=[C:65]([C:62]2[CH:63]=[N:64][C:59]([N:56]3[CH2:57][CH2:58][N:53]([S:50]([CH2:49][C@H:45]([CH:46]([CH3:48])[CH3:47])[C:44]([OH:73])=[O:21])(=[O:52])=[O:51])[CH2:54][CH2:55]3)=[N:60][CH:61]=2)[CH:70]=[CH:69][C:68]=1[Cl:71]. The yield is 0.730. (6) The reactants are C([O:3][C:4]([C:6]1[S:10][C:9]([NH:11][C:12](=[O:28])[CH:13]([C:20]2[CH:25]=[CH:24][C:23]([Cl:26])=[C:22]([Cl:27])[CH:21]=2)[CH2:14][CH:15]2[CH2:19][CH2:18][CH2:17][CH2:16]2)=[N:8][CH:7]=1)=[O:5])C.[OH-].[Na+]. The catalyst is C(O)C. The product is [CH:15]1([CH2:14][CH:13]([C:20]2[CH:25]=[CH:24][C:23]([Cl:26])=[C:22]([Cl:27])[CH:21]=2)[C:12]([NH:11][C:9]2[S:10][C:6]([C:4]([OH:5])=[O:3])=[CH:7][N:8]=2)=[O:28])[CH2:19][CH2:18][CH2:17][CH2:16]1. The yield is 0.220.